From a dataset of Full USPTO retrosynthesis dataset with 1.9M reactions from patents (1976-2016). Predict the reactants needed to synthesize the given product. (1) Given the product [NH2:34][C:32]1[N:33]=[C:28]([CH2:27][C:26]([N:22]2[C:23]3[C:19](=[CH:18][C:17]([NH:16][C:14](=[O:15])[C:5]4[CH:4]=[CH:3][C:2]([CH3:1])=[N:7][C:6]=4[N:8]4[CH2:13][CH2:12][CH2:11][CH2:10][CH2:9]4)=[CH:25][CH:24]=3)[CH2:20][CH2:21]2)=[O:42])[CH:29]=[CH:30][CH:31]=1, predict the reactants needed to synthesize it. The reactants are: [CH3:1][C:2]1[N:7]=[C:6]([N:8]2[CH2:13][CH2:12][CH2:11][CH2:10][CH2:9]2)[C:5]([C:14]([NH:16][C:17]2[CH:18]=[C:19]3[C:23](=[CH:24][CH:25]=2)[N:22]([C:26](=[O:42])[CH2:27][C:28]2[N:33]=[C:32]([NH:34]C(=O)OC(C)(C)C)[CH:31]=[CH:30][CH:29]=2)[CH2:21][CH2:20]3)=[O:15])=[CH:4][CH:3]=1.FC(F)(F)C(O)=O. (2) Given the product [C:1]([O:5][C:6]([N:8]1[CH2:13][CH2:12][N:11]([C:15]2[CH:20]=[CH:19][CH:18]=[CH:17][C:16]=2[O:21][CH2:22][CH2:23][CH2:24][O:25][CH3:26])[CH2:10][C:9]1([CH3:28])[CH3:27])=[O:7])([CH3:4])([CH3:3])[CH3:2], predict the reactants needed to synthesize it. The reactants are: [C:1]([O:5][C:6]([N:8]1[CH2:13][C:12](=O)[N:11]([C:15]2[CH:20]=[CH:19][CH:18]=[CH:17][C:16]=2[O:21][CH2:22][CH2:23][CH2:24][O:25][CH3:26])[CH2:10][C:9]1([CH3:28])[CH3:27])=[O:7])([CH3:4])([CH3:3])[CH3:2].[OH-].[Na+].O. (3) The reactants are: [Mg].II.Br[CH2:5][CH2:6]Br.Br[C:9]1[CH:17]=[C:16]([CH2:18][CH3:19])[C:12]([N:13]([CH3:15])[CH3:14])=[C:11]([CH2:20][CH3:21])[CH:10]=1.[P:22]([O-:29])(OCC)OCC. Given the product [CH3:14][N:13]([CH3:15])[C:12]1[C:11]([CH2:20][CH3:21])=[CH:10][C:9]([PH:22](=[O:29])[C:9]2[CH:17]=[C:16]([CH2:18][CH3:19])[C:12]([N:13]([CH3:15])[CH3:14])=[C:11]([CH2:20][CH3:21])[CH:10]=2)=[CH:17][C:16]=1[CH2:5][CH3:6], predict the reactants needed to synthesize it. (4) Given the product [Br:1][C:2]1[C:3]([CH3:9])=[CH:4][C:5]([NH:11][NH2:12])=[N:6][CH:7]=1, predict the reactants needed to synthesize it. The reactants are: [Br:1][C:2]1[C:3]([CH3:9])=[CH:4][C:5](Cl)=[N:6][CH:7]=1.O.[NH2:11][NH2:12]. (5) Given the product [CH2:1]([O:3][C:4]([C:6]1[S:7][C:8]([S:11]([N:28]2[CH2:27][CH2:26][N:25]([C:29](=[O:30])[C:31]3[CH:36]=[CH:35][CH:34]=[CH:33][CH:32]=3)[CH2:24][CH:23]2[CH3:22])(=[O:13])=[O:12])=[CH:9][CH:10]=1)=[O:5])[CH3:2], predict the reactants needed to synthesize it. The reactants are: [CH2:1]([O:3][C:4]([C:6]1[S:7][C:8]([S:11](Cl)(=[O:13])=[O:12])=[CH:9][CH:10]=1)=[O:5])[CH3:2].C(N(CC)CC)C.[CH3:22][CH:23]1[NH:28][CH2:27][CH2:26][N:25]([C:29]([C:31]2[CH:36]=[CH:35][CH:34]=[CH:33][CH:32]=2)=[O:30])[CH2:24]1.CO.C(Cl)(Cl)Cl. (6) Given the product [Cl:42][C:15]1[CH:16]=[C:17]([C:18]2[CH:22]=[N:21][NH:20][CH:19]=2)[C:12]2[O:11][CH:10]([C:43]([N:45]3[CH2:50][CH2:49][C:48]([CH2:51][C:52]4[CH:57]=[CH:56][C:55]([F:58])=[CH:54][CH:53]=4)([C:59]#[N:60])[CH2:47][CH2:46]3)=[O:44])[CH2:9][NH:8][C:13]=2[CH:14]=1, predict the reactants needed to synthesize it. The reactants are: C(OC([N:8]1[C:13]2[CH:14]=[C:15]([Cl:42])[CH:16]=[C:17]([C:18]3[CH:19]=[N:20][N:21](C(C4C=CC=CC=4)(C4C=CC=CC=4)C4C=CC=CC=4)[CH:22]=3)[C:12]=2[O:11][CH:10]([C:43]([N:45]2[CH2:50][CH2:49][C:48]([C:59]#[N:60])([CH2:51][C:52]3[CH:57]=[CH:56][C:55]([F:58])=[CH:54][CH:53]=3)[CH2:47][CH2:46]2)=[O:44])[CH2:9]1)=O)(C)(C)C.C(O)(C(F)(F)F)=O. (7) The reactants are: [F:8][C:7]([F:10])([F:9])[C:6](O[C:6](=[O:11])[C:7]([F:10])([F:9])[F:8])=[O:11].[NH:14]1[C:18]2[CH:19]=[CH:20][CH:21]=[CH:22][C:17]=2[N:16]=[C:15]1[C:23]1[C:27]([NH2:28])=[CH:26][NH:25][N:24]=1. Given the product [NH:16]1[C:17]2[CH:22]=[CH:21][CH:20]=[CH:19][C:18]=2[N:14]=[C:15]1[C:23]1[C:27]([NH:28][C:6](=[O:11])[C:7]([F:8])([F:9])[F:10])=[CH:26][NH:25][N:24]=1, predict the reactants needed to synthesize it. (8) Given the product [CH2:8]([O:7][CH2:6][CH2:5][C:2]([CH3:15])([NH2:1])[CH2:3][NH2:4])[C:9]1[CH:14]=[CH:13][CH:12]=[CH:11][CH:10]=1, predict the reactants needed to synthesize it. The reactants are: [NH2:1][C:2]([CH3:15])([CH2:5][CH2:6][O:7][CH2:8][C:9]1[CH:14]=[CH:13][CH:12]=[CH:11][CH:10]=1)[C:3]#[N:4].[H-].[Al+3].[Li+].[H-].[H-].[H-].O.[OH-].[Na+].